This data is from Full USPTO retrosynthesis dataset with 1.9M reactions from patents (1976-2016). The task is: Predict the reactants needed to synthesize the given product. (1) Given the product [O:14]1[C@H:8]2[CH2:7][N:6]([CH2:5][CH:4]=[O:3])[CH2:10][C@H:9]2[O:11][CH2:12][CH2:13]1, predict the reactants needed to synthesize it. The reactants are: C([O:3][CH:4](OCC)[CH2:5][N:6]1[CH2:10][C@H:9]2[O:11][CH2:12][CH2:13][O:14][C@H:8]2[CH2:7]1)C. (2) Given the product [ClH:22].[ClH:22].[CH3:1][O:2][C:3](=[O:21])[C@@H:4]([NH2:13])[CH2:5][CH2:6][N:7]([CH2:9][CH2:10][O:11][CH3:12])[CH3:8], predict the reactants needed to synthesize it. The reactants are: [CH3:1][O:2][C:3](=[O:21])[C@@H:4]([NH:13]C(OC(C)(C)C)=O)[CH2:5][CH2:6][N:7]([CH2:9][CH2:10][O:11][CH3:12])[CH3:8].[ClH:22]. (3) Given the product [Cl:1][C:2]1[CH:8]=[C:7]([O:9][C:10]2[C:19]3[C:14](=[CH:15][C:16]([O:22][CH3:23])=[C:17]([O:20][CH3:21])[CH:18]=3)[N:13]=[CH:12][N:11]=2)[CH:6]=[CH:5][C:3]=1[NH:4][C:25](=[O:27])[O:45][CH:40]([CH2:41][CH2:42][CH2:43][CH3:44])[CH2:39][CH2:38][CH2:37][CH3:36], predict the reactants needed to synthesize it. The reactants are: [Cl:1][C:2]1[CH:8]=[C:7]([O:9][C:10]2[C:19]3[C:14](=[CH:15][C:16]([O:22][CH3:23])=[C:17]([O:20][CH3:21])[CH:18]=3)[N:13]=[CH:12][N:11]=2)[CH:6]=[CH:5][C:3]=1[NH2:4].Cl[C:25](Cl)([O:27]C(=O)OC(Cl)(Cl)Cl)Cl.[CH3:36][CH2:37][CH2:38][CH2:39][CH:40]([OH:45])[CH2:41][CH2:42][CH2:43][CH3:44].C(=O)(O)[O-].[Na+]. (4) Given the product [C:1]([O:4][C@@H:5]1[C@H:9]([O:10][C:11](=[O:13])[CH3:12])[C@@H:8]([C:14]#[CH:15])[O:7][C@H:6]1[N:16]1[CH:24]=[N:23][C:22]2[C:17]1=[N:18][CH:19]=[N:20][C:21]=2[O:26][N:27]1[C:31]2[CH:32]=[CH:33][CH:34]=[CH:35][C:30]=2[N:29]=[N:28]1)(=[O:3])[CH3:2], predict the reactants needed to synthesize it. The reactants are: [C:1]([O:4][C@@H:5]1[C@H:9]([O:10][C:11](=[O:13])[CH3:12])[C@@H:8]([C:14]#[CH:15])[O:7][C@H:6]1[N:16]1[CH:24]=[N:23][C:22]2[C:17]1=[N:18][CH:19]=[N:20][C:21]=2Cl)(=[O:3])[CH3:2].[OH:26][N:27]1[C:31]2[CH:32]=[CH:33][CH:34]=[CH:35][C:30]=2[N:29]=[N:28]1.Cl.